From a dataset of Drug-target binding data from BindingDB using Ki measurements. Regression. Given a target protein amino acid sequence and a drug SMILES string, predict the binding affinity score between them. We predict pKi (pKi = -log10(Ki in M); higher means stronger inhibition). Dataset: bindingdb_ki. (1) The compound is CN(C)c1ccc([C@H]2CC3CCC2N3)cn1. The target protein sequence is MGARIPRGARLSANMGARIPCGARLSANMGARIPCGARLSANMGARIPSGARLSANMGARIPRGASLSANMGARIPSGARLSANMGARIPSGARLSANMGARIPRGARLSANMGARAQTLLLLLGGFFSTAFCHIETRAHAEERLLKGLFSGYNKWSRPVANISDAVMVRFGLSIAQLIDVDEKNQMMTTNVWVKQEWHDYKLRWDPLEYENVTSIRIPSELIWRPDIVLYNNADGDFAVTHLTKAHLFHDGRIKWTPPAIYKSSCSIDVTFFPFDQQNCTMKFGSWTYDRAKIDLISMHSHVDQLDYWESGEWVIVNAVGNYNIKKYECCTEIYSDITYSFIIRRLPLFYTINLIIPCLLISCLTVLVFYLPSECGEKITLCISVLLSLTVFLLLITEIIPSTSLVIPLIGEYLLFTMIFVTLFIIITVFVLNVHHRSPRTHTMPAWVRRTFLDVVPRVLFMKRPAKDNCKKLIESLHARSFNPPPRLWSEAEIEPAFA.... The pKi is 7.0. (2) The compound is CC(C)(C)CCNc1cc(NS(=O)(=O)c2ccc(Cl)cc2)cc2c(Cl)[nH]nc12. The target protein (P0AF12) has sequence MKIGIIGAMEEEVTLLRDKIENRQTISLGGCEIYTGQLNGTEVALLKSGIGKVAAALGATLLLEHCKPDVIINTGSAGGLAPTLKVGDIVVSDEARYHDADVTAFGYEYGQLPGCPAGFKADDKLIAAAEACIAELNLNAVRGLIVSGDAFINGSVGLAKIRHNFPQAIAVEMEATAIAHVCHNFNVPFVVVRAISDVADQQSHLSFDEFLAVAAKQSSLMVESLVQKLAHG. The pKi is 5.2. (3) The compound is COc1cccc(OC)c1OCCNCC1Oc2ccccc2OC1c1ccccc1. The target protein (A7MBE0) has sequence MLTVDDVLEQVGEFGWFQKQTFLILCLLSAAFAPIYVGIVFLAFTPDHRCRSPGVAELSRRCGWSLAEELNYTVPGPGPESQCLRYEVDWNQSTLGCLDPLASLATNGSPLPLGPCEQGWVYDTPGSSIVTEFNLVCDDSWKVDLFQSCVNLGFFLGSLGVGYIADRFGRKVCLLATTLTCASLGVLTAVAPDYTSLLIFRLLQGLVSKGSWTAGYTLITEFVGLGYRRTVAILYQMAFTVGLVLLSGLAYILPHWRWLQLAVSLPIFLLLFRFWFVPESPRWLLSQKRNTEAIKIMDHIAQKNGKLPPADLKMLSLEEDVTEKLSPSFIDLFRTPNLRKYTFILMYLWFTSSVVYQGLIMHVGATGGNLYLDFLYSALVEFPAGFIILVTIDRFGRRYPLATSNLAAGLACFLMIFIPHDLPWLNIMVACVGRMGITIVFQMVCLVNAELFPTFIRNLGMMVCSSLCDLGGVLTPFLVFRLMEVWQGSPLILFAALGLV.... The pKi is 9.1. (4) The drug is N#CCc1nn([C@H](c2ccc(C(F)(F)F)cc2)C2CC2)c2nc(O)[nH]c(=O)c12. The target protein sequence is MVLVLHHILIAVVQFLRRGQQVFLKPDEPPPPPPQPCADSLQDALLSLGSVIDISGLQRAVKEALSAVLPRVETVYTYLLDGESRLVCEDPPHELPQEGKVWEAIISQKRLGCNGLGLSDLPGKPLARLVAPLAPHTQVLVIPLVDKEAGAVAAVILVHCGQLSDNEEWSLQAVEKHTLVALRRVQALQQRRPSEAPRAVQNPPEGAVEDQKGGAAYTDRDRKILQLCGELYDLDASSLQLKVLQYLQQETRASRCCLLLVSEDSLQLSCKVMGDKVLGEEISFPLTGCLGQVVEDKKSIQLKDLTSEDVQQLQSMLGCELQAMLCVPVISRATDQVVALACAFNKLEGDLFTDQDEHVIQHCFHYTSTVLTSTLAFQKEQKLKCECQALLQVAKNLFTHLDDVSVLLQEIITEARNLSNAEICSVFLLDQNELVAKVFDGGVVDDESYEIRIPADQGIAGHVATTGQILNIPDAYAHPLFYRGVDDSTGFRTRNILCFP.... The pKi is 6.7. (5) The drug is COc1ccc(OC)c(CC#Cc2c(C)nc(N)nc2N)c1. The target protein sequence is MIVSFMVAMDENRVIGKDNNLPWRLPSELQYVKKTTMGHPLIMGRKNYEAIGRPLPGRRNIIVTRNEGYHVEGCEVAHSVEEVFELCKNEEEIFIFGGAQIYDLFLPYVDKLYITKIHHAFEGDTFFPEMDMTNWKEVFVEKGLTDEKNPYTYYYHVYEKQQ. The pKi is 6.4. (6) The small molecule is CC(C)(COP(=O)(O)OP(=O)(O)OCC1OC(n2cnc3c(N)ncnc32)C(O)C1OP(=O)([O-])[O-])C(O)C(=O)NCCC(=O)NCCSCC(=O)NCCc1c[nH]c2ccccc12. The target protein (Q29495) has sequence MSTPSVHCLKPSPLHLPSGIPGSPGRQRRHTLPANEFRCLTPEDAAGVFEIEREAFISVSGNCPLNLDEVQHFLTLCPELSLGWFVEGRLVAFIIGSLWDEERLTQESLALHRPRGHSAHLHALAVHRSFRQQGKGSVLLWRYLHHVGAQPAVRRAVLMCEDALVPFYQRFGFHPAGPCAIVVGSLTFTEMHCSLRGHAALRRNSDR. The pKi is 7.3.